Regression/Classification. Given a drug SMILES string, predict its absorption, distribution, metabolism, or excretion properties. Task type varies by dataset: regression for continuous measurements (e.g., permeability, clearance, half-life) or binary classification for categorical outcomes (e.g., BBB penetration, CYP inhibition). Dataset: cyp2c9_veith. From a dataset of CYP2C9 inhibition data for predicting drug metabolism from PubChem BioAssay. (1) The molecule is O=C1CCC=C1[C@@H](O)CCc1ccccc1. The result is 0 (non-inhibitor). (2) The drug is CCc1ccc(CSc2nccn2-c2ccccc2)cc1. The result is 1 (inhibitor). (3) The compound is COc1ccc(C(=O)Nc2cccc(OC(=O)c3ccc(C)c(C)c3)c2)cc1. The result is 1 (inhibitor). (4) The molecule is Cc1nc2c(ccc3nc(NC(=O)c4ccc5c(c4)OCCO5)sc32)s1. The result is 1 (inhibitor). (5) The molecule is O=C(c1ccc(F)cc1)C1CCN(CCn2c(=O)[nH]c3ccccc3c2=O)CC1. The result is 1 (inhibitor). (6) The molecule is CCOC(=O)c1cc(-c2ccccc2)sc1NC(=O)C(C)(C)C. The result is 0 (non-inhibitor). (7) The drug is Clc1ccc(C=Nc2ccc3c(c2)Cc2ccccc2-3)c(Cl)c1. The result is 0 (non-inhibitor).